Dataset: Full USPTO retrosynthesis dataset with 1.9M reactions from patents (1976-2016). Task: Predict the reactants needed to synthesize the given product. Given the product [CH2:1]([O:5][CH2:6][CH2:7][O:8][C:9]1[CH:10]=[CH:11][C:12]([C:15]2[CH:16]=[C:17](/[CH:26]=[CH:27]/[C:28]([NH:57][C:56]3[CH:55]=[CH:54][C:53]([S@:51]([CH2:50][C:49]4[N:45]([CH2:42][CH2:43][CH3:44])[CH:46]=[N:47][CH:48]=4)=[O:52])=[CH:59][CH:58]=3)=[O:29])[C:18]([N:21]3[CH2:25][CH2:24][CH2:23][CH2:22]3)=[N:19][CH:20]=2)=[CH:13][CH:14]=1)[CH2:2][CH2:3][CH3:4], predict the reactants needed to synthesize it. The reactants are: [CH2:1]([O:5][CH2:6][CH2:7][O:8][C:9]1[CH:14]=[CH:13][C:12]([C:15]2[CH:16]=[C:17](/[CH:26]=[CH:27]/[C:28](O)=[O:29])[C:18]([N:21]3[CH2:25][CH2:24][CH2:23][CH2:22]3)=[N:19][CH:20]=2)=[CH:11][CH:10]=1)[CH2:2][CH2:3][CH3:4].CN(C=O)C.C(Cl)(=O)C(Cl)=O.[CH2:42]([N:45]1[C:49]([CH2:50][S:51]([C:53]2[CH:59]=[CH:58][C:56]([NH2:57])=[CH:55][CH:54]=2)=[O:52])=[CH:48][N:47]=[CH:46]1)[CH2:43][CH3:44].